From a dataset of Reaction yield outcomes from USPTO patents with 853,638 reactions. Predict the reaction yield, written as a fraction of the theoretical maximum amount of product (1.0 means a 100% yield; for example, 0.34 means a 34% yield). (1) The reactants are [CH2:1]([C:5]1[N:6]=[C:7]([CH3:27])[NH:8][C:9](=[O:26])[C:10]=1[CH2:11][C:12]1[CH:17]=[CH:16][C:15]([C:18]2[C:19]([C:24]#[N:25])=[CH:20][CH:21]=[CH:22][CH:23]=2)=[CH:14][CH:13]=1)[CH2:2][CH2:3][CH3:4].N(C(N1CCCCC1)=O)=NC(N1CCCCC1)=O.C(P(CCCC)CCCC)CCC.[CH3:59][C:60]1([CH3:71])[CH2:64][C:63]2[CH:65]=[CH:66][CH:67]=[C:68]([CH2:69]O)[C:62]=2[O:61]1. The catalyst is C(OCC)(=O)C.O1CCCC1. The product is [CH2:1]([C:5]1[N:6]=[C:7]([CH3:27])[N:8]([CH2:69][C:68]2[C:62]3[O:61][C:60]([CH3:71])([CH3:59])[CH2:64][C:63]=3[CH:65]=[CH:66][CH:67]=2)[C:9](=[O:26])[C:10]=1[CH2:11][C:12]1[CH:17]=[CH:16][C:15]([C:18]2[C:19]([C:24]#[N:25])=[CH:20][CH:21]=[CH:22][CH:23]=2)=[CH:14][CH:13]=1)[CH2:2][CH2:3][CH3:4]. The yield is 0.460. (2) The reactants are [CH3:1][O:2][C:3]1[CH:8]=[CH:7][C:6]([NH:9][C:10](=[O:19])[C:11]2[CH:16]=[CH:15][C:14]([NH2:17])=[CH:13][C:12]=2[NH2:18])=[CH:5][CH:4]=1.N1C=CC=CC=1.[C:26](OC(=O)C)(=[O:28])[CH3:27]. The catalyst is CN(C)C=O. The product is [C:26]([NH:17][C:14]1[CH:15]=[CH:16][C:11]([C:10]([NH:9][C:6]2[CH:7]=[CH:8][C:3]([O:2][CH3:1])=[CH:4][CH:5]=2)=[O:19])=[C:12]([NH2:18])[CH:13]=1)(=[O:28])[CH3:27]. The yield is 0.240. (3) The reactants are [Cl:1][S:2]([OH:5])(=O)=[O:3].CO[C:8]1[CH:12]=[CH:11][S:10][CH:9]=1. The catalyst is C(Cl)Cl. The product is [S:10]1[CH:11]=[CH:12][CH:8]=[C:9]1[S:2]([Cl:1])(=[O:5])=[O:3]. The yield is 0.580. (4) The reactants are [NH:1]([C:3]1[CH:4]=[C:5]([CH:8]=[CH:9][N:10]=1)[C:6]#[N:7])[NH2:2].O=[C:12]([CH3:19])[CH2:13][C:14](OCC)=[O:15]. The catalyst is CCO.CC(O)=O. The product is [OH:15][C:14]1[N:1]([C:3]2[CH:4]=[C:5]([C:6]#[N:7])[CH:8]=[CH:9][N:10]=2)[N:2]=[C:12]([CH3:19])[CH:13]=1. The yield is 0.670. (5) The reactants are [F:1][C:2]1[CH:10]=[C:9]([F:11])[CH:8]=[CH:7][C:3]=1[C:4](Cl)=[O:5].[C:12]1([O:18][CH3:19])[CH:17]=[CH:16][CH:15]=[CH:14][CH:13]=1.[Cl-].[Al+3].[Cl-].[Cl-].Cl. The catalyst is CCCCCCC.ClCCCl. The product is [F:1][C:2]1[CH:10]=[C:9]([F:11])[CH:8]=[CH:7][C:3]=1[C:4]([C:15]1[CH:16]=[CH:17][C:12]([O:18][CH3:19])=[CH:13][CH:14]=1)=[O:5]. The yield is 0.810. (6) The reactants are [Cl:1][CH2:2][C:3]([NH:5][C:6]1[CH:14]=[CH:13][CH:12]=[C:11]2[C:7]=1[C:8](=[O:32])[N:9]([CH:16]([C:21]1[CH:26]=[CH:25][C:24]([O:27][CH3:28])=[C:23]([O:29][CH2:30][CH3:31])[CH:22]=1)[CH2:17][C:18]([OH:20])=O)[C:10]2=[O:15])=[O:4].[C:33](N1C=CN=C1)([N:35]1C=CN=[CH:36]1)=O.CNC.O. The catalyst is O1CCCC1.C(Cl)Cl. The product is [Cl:1][CH2:2][C:3]([NH:5][C:6]1[CH:14]=[CH:13][CH:12]=[C:11]2[C:7]=1[C:8](=[O:32])[N:9]([CH:16]([C:21]1[CH:26]=[CH:25][C:24]([O:27][CH3:28])=[C:23]([O:29][CH2:30][CH3:31])[CH:22]=1)[CH2:17][C:18]([N:35]([CH3:36])[CH3:33])=[O:20])[C:10]2=[O:15])=[O:4]. The yield is 1.00. (7) The reactants are B.C1COCC1.[Cl:7][C:8]1[CH:13]=[C:12]([Cl:14])[N:11]=[CH:10][C:9]=1[C:15](O)=[O:16]. The catalyst is O1CCCC1. The product is [Cl:7][C:8]1[CH:13]=[C:12]([Cl:14])[N:11]=[CH:10][C:9]=1[CH2:15][OH:16]. The yield is 0.690.